From a dataset of Forward reaction prediction with 1.9M reactions from USPTO patents (1976-2016). Predict the product of the given reaction. The product is: [C:23]([NH:1][C@H:2]([C:5]([OH:7])=[O:6])[CH2:3][C:12]1[C:11]2[C:15](=[CH:16][C:17]([F:18])=[C:9]([F:8])[CH:10]=2)[NH:14][CH:13]=1)(=[O:24])[CH3:22]. Given the reactants [NH2:1][C@H:2]([C:5]([OH:7])=[O:6])[CH2:3]O.[F:8][C:9]1[CH:10]=[C:11]2[C:15](=[CH:16][C:17]=1[F:18])[NH:14][CH:13]=[CH:12]2.[OH-].[Na+].O.[CH3:22][C:23](O)=[O:24], predict the reaction product.